Dataset: Retrosynthesis with 50K atom-mapped reactions and 10 reaction types from USPTO. Task: Predict the reactants needed to synthesize the given product. (1) Given the product COC(=O)Cc1cc(N2CCN(C)CC2)cc(C)c1Cl, predict the reactants needed to synthesize it. The reactants are: CN1CCNCC1.COC(=O)Cc1cc(Br)cc(C)c1Cl. (2) Given the product CC(C)Cc1ccc(-c2nc(-c3ccc(CN4CC(C(=O)O)C4)nc3)no2)cc1Cl, predict the reactants needed to synthesize it. The reactants are: COC(=O)C1CN(Cc2ccc(-c3noc(-c4ccc(CC(C)C)c(Cl)c4)n3)cn2)C1. (3) Given the product Cc1cc(C)n(-c2nc(-c3ccc(Cl)cc3)c(CCC(=O)N3CCN(CC4CCN(C)CC4)CC3)o2)n1, predict the reactants needed to synthesize it. The reactants are: CN1CCC(CN2CCNCC2)CC1.Cc1cc(C)n(-c2nc(-c3ccc(Cl)cc3)c(CCC(=O)O)o2)n1. (4) Given the product C#CCOc1ccccc1C1CC(c2csc(C3CCN(C(=O)Cn4nc(C(F)F)cc4C(F)F)CC3)n2)=NO1, predict the reactants needed to synthesize it. The reactants are: C#CCBr.O=C(Cn1nc(C(F)F)cc1C(F)F)N1CCC(c2nc(C3=NOC(c4ccccc4O)C3)cs2)CC1. (5) Given the product COc1cc2c(Nc3c(Cl)cc(C#CCC(C)OC)c4c3OCO4)ncnc2cc1OCCCN1CCN(C)C(=O)C1, predict the reactants needed to synthesize it. The reactants are: C#CCC(C)OC.COc1cc2c(Nc3c(Cl)cc(I)c4c3OCO4)ncnc2cc1OCCCN1CCN(C)C(=O)C1. (6) Given the product O=C(NCC(c1cnc(C(F)(F)F)nc1)N1CCOCC1)c1cccc(Cl)c1Cl, predict the reactants needed to synthesize it. The reactants are: NCC(c1cnc(C(F)(F)F)nc1)N1CCOCC1.O=C(O)c1cccc(Cl)c1Cl. (7) Given the product CC[C@@H](NC(=O)C(F)(F)F)c1ccccc1, predict the reactants needed to synthesize it. The reactants are: CC[C@@H](N)c1ccccc1.O=C(OC(=O)C(F)(F)F)C(F)(F)F. (8) The reactants are: CN(C)C=O.O=C(c1c[nH]c2ccc(Br)cc12)[C@H]1CCCN1C(=O)OCc1ccccc1. Given the product C=Cc1ccc2[nH]cc(C(=O)[C@H]3CCCN3C(=O)OCc3ccccc3)c2c1, predict the reactants needed to synthesize it.